Dataset: Full USPTO retrosynthesis dataset with 1.9M reactions from patents (1976-2016). Task: Predict the reactants needed to synthesize the given product. Given the product [C:18]1([N:13]2[C:12]([C:24]3[S:25][CH:26]=[CH:27][CH:28]=3)=[C:11]3[C:15]([CH2:16][CH2:17][NH:8][CH2:9][CH2:10]3)=[N:14]2)[CH:19]=[CH:20][CH:21]=[CH:22][CH:23]=1, predict the reactants needed to synthesize it. The reactants are: C(OC([N:8]1[CH2:17][CH2:16][C:15]2[C:11](=[C:12]([C:24]3[S:25][CH:26]=[CH:27][CH:28]=3)[N:13]([C:18]3[CH:23]=[CH:22][CH:21]=[CH:20][CH:19]=3)[N:14]=2)[CH2:10][CH2:9]1)=O)(C)(C)C.C(OC(N1CCC2C(=C(OS(C(F)(F)F)(=O)=O)N(C3C=CC=CC=3)N=2)CC1)=O)(C)(C)C.C([O-])([O-])=O.[Na+].[Na+].S1C=CC=C1B(O)O.